From a dataset of Merck oncology drug combination screen with 23,052 pairs across 39 cell lines. Regression. Given two drug SMILES strings and cell line genomic features, predict the synergy score measuring deviation from expected non-interaction effect. (1) Drug 1: Cn1c(=O)n(-c2ccc(C(C)(C)C#N)cc2)c2c3cc(-c4cnc5ccccc5c4)ccc3ncc21. Drug 2: CNC(=O)c1cc(Oc2ccc(NC(=O)Nc3ccc(Cl)c(C(F)(F)F)c3)cc2)ccn1. Cell line: LNCAP. Synergy scores: synergy=22.3. (2) Drug 1: CN1C(=O)C=CC2(C)C3CCC4(C)C(NC(=O)OCC(F)(F)F)CCC4C3CCC12. Drug 2: COc1cccc2c1C(=O)c1c(O)c3c(c(O)c1C2=O)CC(O)(C(=O)CO)CC3OC1CC(N)C(O)C(C)O1. Cell line: UWB1289BRCA1. Synergy scores: synergy=18.0. (3) Drug 1: N.N.O=C(O)C1(C(=O)O)CCC1.[Pt]. Drug 2: Cn1nnc2c(C(N)=O)ncn2c1=O. Cell line: COLO320DM. Synergy scores: synergy=-0.999. (4) Drug 1: Cc1nc(Nc2ncc(C(=O)Nc3c(C)cccc3Cl)s2)cc(N2CCN(CCO)CC2)n1. Drug 2: COC1=C2CC(C)CC(OC)C(O)C(C)C=C(C)C(OC(N)=O)C(OC)C=CC=C(C)C(=O)NC(=CC1=O)C2=O. Cell line: SKOV3. Synergy scores: synergy=4.37. (5) Drug 1: CN1C(=O)C=CC2(C)C3CCC4(C)C(NC(=O)OCC(F)(F)F)CCC4C3CCC12. Drug 2: CN(Cc1cnc2nc(N)nc(N)c2n1)c1ccc(C(=O)NC(CCC(=O)O)C(=O)O)cc1. Cell line: MSTO. Synergy scores: synergy=-18.8. (6) Drug 1: N#Cc1ccc(Cn2cncc2CN2CCN(c3cccc(Cl)c3)C(=O)C2)cc1. Drug 2: CNC(=O)c1cc(Oc2ccc(NC(=O)Nc3ccc(Cl)c(C(F)(F)F)c3)cc2)ccn1. Cell line: A2780. Synergy scores: synergy=3.03. (7) Drug 2: CNC(=O)c1cc(Oc2ccc(NC(=O)Nc3ccc(Cl)c(C(F)(F)F)c3)cc2)ccn1. Drug 1: CCC1(O)C(=O)OCc2c1cc1n(c2=O)Cc2cc3c(CN(C)C)c(O)ccc3nc2-1. Synergy scores: synergy=6.95. Cell line: UACC62. (8) Drug 1: CC(=O)OC1C(=O)C2(C)C(O)CC3OCC3(OC(C)=O)C2C(OC(=O)c2ccccc2)C2(O)CC(OC(=O)C(O)C(NC(=O)c3ccccc3)c3ccccc3)C(C)=C1C2(C)C. Drug 2: CC1(c2nc3c(C(N)=O)cccc3[nH]2)CCCN1. Cell line: A2058. Synergy scores: synergy=-4.81. (9) Drug 1: O=P1(N(CCCl)CCCl)NCCCO1. Drug 2: N#Cc1ccc(Cn2cncc2CN2CCN(c3cccc(Cl)c3)C(=O)C2)cc1. Cell line: RPMI7951. Synergy scores: synergy=13.3. (10) Drug 1: O=P1(N(CCCl)CCCl)NCCCO1. Drug 2: CC1(c2nc3c(C(N)=O)cccc3[nH]2)CCCN1. Cell line: OVCAR3. Synergy scores: synergy=0.477.